From a dataset of Peptide-MHC class II binding affinity with 134,281 pairs from IEDB. Regression. Given a peptide amino acid sequence and an MHC pseudo amino acid sequence, predict their binding affinity value. This is MHC class II binding data. (1) The peptide sequence is QASPDLLRGLLSTFI. The MHC is HLA-DPA10103-DPB10401 with pseudo-sequence HLA-DPA10103-DPB10401. The binding affinity (normalized) is 0.316. (2) The peptide sequence is GEPKGAAESSSKAAL. The MHC is DRB5_0101 with pseudo-sequence DRB5_0101. The binding affinity (normalized) is 0.303. (3) The peptide sequence is KTLEAAFTVSSKRNL. The MHC is DRB3_0202 with pseudo-sequence DRB3_0202. The binding affinity (normalized) is 0.183. (4) The peptide sequence is INKGILVTVNPIAST. The MHC is HLA-DQA10201-DQB10303 with pseudo-sequence HLA-DQA10201-DQB10303. The binding affinity (normalized) is 0.504.